From a dataset of Catalyst prediction with 721,799 reactions and 888 catalyst types from USPTO. Predict which catalyst facilitates the given reaction. (1) Reactant: [CH3:1][O:2][C:3]([C@@H:5]([N:13]1[CH2:21][C:17]2[CH:18]=[CH:19][S:20][C:16]=2[CH2:15][CH2:14]1)[C:6]1[CH:7]=[CH:8][CH:9]=[CH:10][C:11]=1[Cl:12])=[O:4].C(Cl)(Cl)(Cl)Cl.[S:27](=[O:31])(=[O:30])([OH:29])[OH:28]. Product: [CH3:1][O:2][C:3]([C@@H:5]([N:13]1[CH2:21][C:17]2[CH:18]=[CH:19][S:20][C:16]=2[CH2:15][CH2:14]1)[C:6]1[C:11]([Cl:12])=[CH:10][CH:9]=[CH:8][CH:7]=1)=[O:4].[OH:30][S:27]([OH:31])(=[O:29])=[O:28]. The catalyst class is: 824. (2) Reactant: C[O:2][C:3]1[CH:8]=[CH:7][C:6]([C:9]2[CH:13]=[C:12]([C:14]3[CH:19]=[CH:18][CH:17]=[CH:16][CH:15]=3)[NH:11][C:10]=2[C:20]([NH:22][CH2:23][CH2:24][CH2:25][CH2:26][CH2:27][C:28]([O:30][CH3:31])=[O:29])=[O:21])=[CH:5][CH:4]=1.CO. Product: [OH:2][C:3]1[CH:8]=[CH:7][C:6]([C:9]2[CH:13]=[C:12]([C:14]3[CH:19]=[CH:18][CH:17]=[CH:16][CH:15]=3)[NH:11][C:10]=2[C:20]([NH:22][CH2:23][CH2:24][CH2:25][CH2:26][CH2:27][C:28]([O:30][CH3:31])=[O:29])=[O:21])=[CH:5][CH:4]=1. The catalyst class is: 4. (3) Reactant: [F:1][C:2]1[CH:7]=[CH:6][C:5]([O:8][CH3:9])=[CH:4][C:3]=1[C:10]1[CH:15]=[CH:14][C:13]([C:16](OC)=[O:17])=[CH:12][C:11]=1[CH:20]1[CH2:24][CH2:23][CH2:22][CH:21]1[CH3:25].[H-].[H-].[H-].[H-].[Li+].[Al+3]. Product: [F:1][C:2]1[CH:7]=[CH:6][C:5]([O:8][CH3:9])=[CH:4][C:3]=1[C:10]1[CH:15]=[CH:14][C:13]([CH2:16][OH:17])=[CH:12][C:11]=1[CH:20]1[CH2:24][CH2:23][CH2:22][CH:21]1[CH3:25]. The catalyst class is: 1. (4) Reactant: [Br:1]P(Br)(C1C=CC=CC=1)(C1C=CC=CC=1)C1C=CC=CC=1.[CH3:22][O:23][C:24]1[CH:25]=[C:26]2[C:31](=[CH:32][CH:33]=1)[O:30][CH:29]([C:34]1[CH:39]=[CH:38][CH:37]=[CH:36][CH:35]=1)[C:28]([CH2:40]O)=[CH:27]2.CCOCC.CCCCCC. Product: [Br:1][CH2:40][C:28]1[CH:29]([C:34]2[CH:39]=[CH:38][CH:37]=[CH:36][CH:35]=2)[O:30][C:31]2[C:26]([CH:27]=1)=[CH:25][C:24]([O:23][CH3:22])=[CH:33][CH:32]=2. The catalyst class is: 10. (5) Reactant: [OH:1][CH2:2][CH2:3][NH:4][CH2:5][C@H:6]([C:8]1[CH:13]=[CH:12][CH:11]=[CH:10][CH:9]=1)[OH:7].[C:14](O[C:14]([O:16][C:17]([CH3:20])([CH3:19])[CH3:18])=[O:15])([O:16][C:17]([CH3:20])([CH3:19])[CH3:18])=[O:15].C(N(CC)CC)C.O. Product: [C:17]([O:16][C:14](=[O:15])[N:4]([CH2:3][CH2:2][OH:1])[CH2:5][C@@H:6]([OH:7])[C:8]1[CH:13]=[CH:12][CH:11]=[CH:10][CH:9]=1)([CH3:20])([CH3:19])[CH3:18]. The catalyst class is: 2. (6) Reactant: Cl.Cl.[Cl:3][C:4]1[C:9]([O:10][CH2:11][C:12]2[CH:17]=[CH:16][N:15]=[CH:14][CH:13]=2)=[CH:8][CH:7]=[CH:6][C:5]=1[NH:18][C:19](=[O:34])/[CH:20]=[CH:21]/[C:22]1[CH:27]=[CH:26][C:25]([O:28][CH3:29])=[C:24]([O:30]C(=O)C)[CH:23]=1. Product: [ClH:3].[Cl:3][C:4]1[C:9]([O:10][CH2:11][C:12]2[CH:17]=[CH:16][N:15]=[CH:14][CH:13]=2)=[CH:8][CH:7]=[CH:6][C:5]=1[NH:18][C:19](=[O:34])/[CH:20]=[CH:21]/[C:22]1[CH:27]=[CH:26][C:25]([O:28][CH3:29])=[C:24]([OH:30])[CH:23]=1. The catalyst class is: 1.